From a dataset of Full USPTO retrosynthesis dataset with 1.9M reactions from patents (1976-2016). Predict the reactants needed to synthesize the given product. (1) Given the product [CH3:40][O:41][C:42](=[O:50])[C@H:43]([CH2:45][C:46]([CH3:48])([CH3:47])[CH3:49])[NH:44][C:32](=[O:34])[C@@H:26]([CH2:27][C:28]([CH3:29])([CH3:30])[CH3:31])[NH:25][C:23]([O:22][C:18]([CH3:19])([CH3:20])[CH3:21])=[O:24], predict the reactants needed to synthesize it. The reactants are: C1C=CC2N(O)N=NC=2C=1.CN1CCOCC1.[C:18]([O:22][C:23]([NH:25][C@@H:26]([C:32]([OH:34])=O)[CH2:27][C:28]([CH3:31])([CH3:30])[CH3:29])=[O:24])([CH3:21])([CH3:20])[CH3:19].C(Cl)CCl.Cl.[CH3:40][O:41][C:42](=[O:50])[C@H:43]([CH2:45][C:46]([CH3:49])([CH3:48])[CH3:47])[NH2:44]. (2) Given the product [CH3:15][CH2:14][O:13][C:8]([C:9]1([CH3:11])[NH:1][CH:2]([C:5]([OH:7])=[O:6])[CH2:3][S:4]1)=[O:12], predict the reactants needed to synthesize it. The reactants are: [NH2:1][C@H:2]([C:5]([OH:7])=[O:6])[CH2:3][SH:4].[C:8]([O:13][CH2:14][CH3:15])(=[O:12])[C:9]([CH3:11])=O. (3) Given the product [CH:23]1([C:19]2[CH:20]=[C:21]([CH3:22])[C:16]([N:13]3[CH2:14][CH2:15][N:10]([C:8]([C:5]4[CH:6]=[CH:7][C:2]([N:30]5[CH2:29][C:28]([CH3:34])([CH3:27])[O:32][C:31]5=[O:33])=[CH:3][C:4]=4[F:26])=[O:9])[CH2:11][CH2:12]3)=[N:17][CH:18]=2)[CH2:25][CH2:24]1, predict the reactants needed to synthesize it. The reactants are: Br[C:2]1[CH:7]=[CH:6][C:5]([C:8]([N:10]2[CH2:15][CH2:14][N:13]([C:16]3[C:21]([CH3:22])=[CH:20][C:19]([CH:23]4[CH2:25][CH2:24]4)=[CH:18][N:17]=3)[CH2:12][CH2:11]2)=[O:9])=[C:4]([F:26])[CH:3]=1.[CH3:27][C:28]1([CH3:34])[O:32][C:31](=[O:33])[NH:30][CH2:29]1. (4) Given the product [Cl:19][C:16]([F:17])([F:18])[O:15][C:12]1[CH:11]=[CH:10][C:9]([NH:8][C:6](=[O:7])[C:5]2[CH:20]=[C:21]([C:22]3[NH:26][N:25]=[CH:24][CH:23]=3)[C:2]([N:39]3[CH2:40][CH2:41][N:36]([CH2:35][CH:34]([F:42])[F:33])[CH2:37][CH2:38]3)=[N:3][CH:4]=2)=[CH:14][CH:13]=1, predict the reactants needed to synthesize it. The reactants are: Cl[C:2]1[C:21]([C:22]2[N:26](C3CCCCO3)[N:25]=[CH:24][CH:23]=2)=[CH:20][C:5]([C:6]([NH:8][C:9]2[CH:14]=[CH:13][C:12]([O:15][C:16]([Cl:19])([F:18])[F:17])=[CH:11][CH:10]=2)=[O:7])=[CH:4][N:3]=1.[F:33][CH:34]([F:42])[CH2:35][N:36]1[CH2:41][CH2:40][NH:39][CH2:38][CH2:37]1. (5) Given the product [CH3:22][C:23]1[CH:24]=[CH:25][C:26]([S:29]([O:32][CH2:33][CH:34]2[CH2:38][C:37]3[CH:39]=[C:40]([Cl:47])[C:41]([CH2:5][CH:4]=[CH2:3])=[C:42]([OH:43])[C:36]=3[O:35]2)(=[O:30])=[O:31])=[CH:27][CH:28]=1, predict the reactants needed to synthesize it. The reactants are: [H-].[Na+].[CH2:3](Br)[CH:4]=[CH2:5].C(C1C=C(Cl)C2C(=CC=CC=2)C=1O)C=C.[CH3:22][C:23]1[CH:28]=[CH:27][C:26]([S:29]([O:32][CH2:33][CH:34]2[CH2:38][C:37]3[CH:39]=[C:40]([Cl:47])[CH:41]=[C:42]([O:43]CC=C)[C:36]=3[O:35]2)(=[O:31])=[O:30])=[CH:25][CH:24]=1.C(OCC=C)C=C.C(OC1C2CCCC=2C=CC=1CC=C)C1C=CC=CC=1. (6) Given the product [C@@H:8]([NH:12][C:13]1[N:18]=[C:17]2[CH2:19][N:20]([C:2](=[O:1])[CH3:4])[CH2:21][CH2:22][C:16]2=[N:15][C:14]=1[N:23]1[CH2:28][CH2:27][CH:26]([O:29][C:30]2[CH:35]=[CH:34][C:33]([F:36])=[CH:32][C:31]=2[F:37])[CH2:25][CH2:24]1)([CH2:10][CH3:11])[CH3:9], predict the reactants needed to synthesize it. The reactants are: [OH:1][C:2]([C:4](F)(F)F)=O.[C@@H:8]([NH:12][C:13]1[N:18]=[C:17]2[CH2:19][NH:20][CH2:21][CH2:22][C:16]2=[N:15][C:14]=1[N:23]1[CH2:28][CH2:27][CH:26]([O:29][C:30]2[CH:35]=[CH:34][C:33]([F:36])=[CH:32][C:31]=2[F:37])[CH2:25][CH2:24]1)([CH2:10][CH3:11])[CH3:9].N1C=CC=CC=1.C(OC(=O)C)(=O)C. (7) Given the product [CH2:3]([O:10][NH:11][C@H:12]1[CH2:17][N:16]([C:31]([O:33][C:34]([CH3:37])([CH3:36])[CH3:35])=[O:32])[C@H:15]([C:18]([O:20][CH3:21])=[O:19])[CH2:14][CH2:13]1)[C:4]1[CH:5]=[CH:6][CH:7]=[CH:8][CH:9]=1, predict the reactants needed to synthesize it. The reactants are: Cl.Cl.[CH2:3]([O:10][NH:11][C@H:12]1[CH2:17][NH:16][C@H:15]([C:18]([O:20][CH3:21])=[O:19])[CH2:14][CH2:13]1)[C:4]1[CH:9]=[CH:8][CH:7]=[CH:6][CH:5]=1.CO.C(N(CC)CC)C.[C:31](O[C:31]([O:33][C:34]([CH3:37])([CH3:36])[CH3:35])=[O:32])([O:33][C:34]([CH3:37])([CH3:36])[CH3:35])=[O:32]. (8) The reactants are: [NH2:1][C:2]1[N:7]=[C:6]([NH2:8])[C:5]([CH2:9][C:10]2[CH:11]=[C:12]([OH:20])[C:13]3[CH:14]=[CH:15][N:16]([CH3:19])[C:17]=3[CH:18]=2)=[CH:4][N:3]=1.[CH3:21][CH:22]([CH3:28])[CH2:23][S:24](Cl)(=[O:26])=[O:25]. Given the product [NH2:1][C:2]1[N:7]=[C:6]([NH2:8])[C:5]([CH2:9][C:10]2[CH:18]=[C:17]3[C:13]([CH:14]=[CH:15][N:16]3[CH3:19])=[C:12]([O:20][S:24]([CH2:23][CH:22]([CH3:28])[CH3:21])(=[O:26])=[O:25])[CH:11]=2)=[CH:4][N:3]=1, predict the reactants needed to synthesize it. (9) Given the product [CH:23]1[C:24]2[C:19](=[CH:18][CH:17]=[CH:16][CH:15]=2)[CH:20]=[CH:21][C:22]=1[O:1][CH2:2][C@@H:3]1[CH2:7][CH2:6][N:5]([C:8]([O:10][C:11]([CH3:14])([CH3:13])[CH3:12])=[O:9])[CH2:4]1, predict the reactants needed to synthesize it. The reactants are: [OH:1][CH2:2][C@@H:3]1[CH2:7][CH2:6][N:5]([C:8]([O:10][C:11]([CH3:14])([CH3:13])[CH3:12])=[O:9])[CH2:4]1.[CH:15]1[C:24]2[C:19](=[CH:20][CH:21]=[CH:22][CH:23]=2)[CH:18]=[CH:17][C:16]=1O.C1(P(C2C=CC=CC=2)C2C=CC=CC=2)C=CC=CC=1.N(C(OC(C)C)=O)=NC(OC(C)C)=O. (10) The reactants are: [CH2:1]([O:8][C:9]([N:11]1[CH2:16][CH2:15][CH2:14][C@@H:13]([CH:17]([NH:21][CH2:22][CH:23]=[CH2:24])[CH2:18][CH2:19][OH:20])[CH2:12]1)=[O:10])[C:2]1[CH:7]=[CH:6][CH:5]=[CH:4][CH:3]=1.[CH3:25][S:26](Cl)(=[O:28])=[O:27].CCN(CC)CC. Given the product [CH2:1]([O:8][C:9]([N:11]1[CH2:16][CH2:15][CH2:14][C@@H:13]([CH:17]([NH:21][CH2:22][CH:23]=[CH2:24])[CH2:18][CH2:19][O:20][S:26]([CH3:25])(=[O:28])=[O:27])[CH2:12]1)=[O:10])[C:2]1[CH:7]=[CH:6][CH:5]=[CH:4][CH:3]=1, predict the reactants needed to synthesize it.